From a dataset of Reaction yield outcomes from USPTO patents with 853,638 reactions. Predict the reaction yield, written as a fraction of the theoretical maximum amount of product (1.0 means a 100% yield; for example, 0.34 means a 34% yield). (1) The reactants are [NH:1]([C:10]([O:12][CH2:13][CH2:14][C:15]1[CH:20]=[CH:19][C:18]([NH:21][C:22]([C:24]2[N:25]=[C:26]([NH:29][C:30](=[O:32])[CH3:31])[S:27][CH:28]=2)=[O:23])=[CH:17][CH:16]=1)=[O:11])[NH:2]C(OC(C)(C)C)=O.O1CCOCC1.[ClH:39]. The catalyst is ClCCl. The product is [ClH:39].[NH:1]([C:10]([O:12][CH2:13][CH2:14][C:15]1[CH:16]=[CH:17][C:18]([NH:21][C:22]([C:24]2[N:25]=[C:26]([NH:29][C:30](=[O:32])[CH3:31])[S:27][CH:28]=2)=[O:23])=[CH:19][CH:20]=1)=[O:11])[NH2:2]. The yield is 0.878. (2) The reactants are [CH3:1][N:2]([CH2:4][C:5]1[N:6]=[C:7]([NH:10][C:11](=[O:13])[CH3:12])[S:8][CH:9]=1)[CH3:3].[Br:14]Br. The catalyst is CC(O)=O. The product is [Br:14][C:9]1[S:8][C:7]([NH:10][C:11](=[O:13])[CH3:12])=[N:6][C:5]=1[CH2:4][N:2]([CH3:1])[CH3:3]. The yield is 0.650.